From a dataset of Reaction yield outcomes from USPTO patents with 853,638 reactions. Predict the reaction yield, written as a fraction of the theoretical maximum amount of product (1.0 means a 100% yield; for example, 0.34 means a 34% yield). (1) The reactants are [O:1]=[C:2]1[NH:11][C:10]2[N:9]=[C:8]([O:12][CH2:13][CH2:14][CH2:15][CH:16]=O)[CH:7]=[CH:6][C:5]=2[CH2:4][CH2:3]1.[N:18]1([C:24]2[C:32]3[O:31][C:30](=[O:33])[NH:29][C:28]=3[CH:27]=[CH:26][CH:25]=2)[CH2:23][CH2:22][NH:21][CH2:20][CH2:19]1.N1CCNCC1.[BH-](OC(C)=O)(OC(C)=O)OC(C)=O.[Na+].C([O-])(O)=O.[Na+]. The catalyst is ClCCCl.C(Cl)Cl.CO.CCOCC.CN(C=O)C. The product is [O:33]=[C:30]1[NH:29][C:28]2[CH:27]=[CH:26][CH:25]=[C:24]([N:18]3[CH2:23][CH2:22][N:21]([CH2:16][CH2:15][CH2:14][CH2:13][O:12][C:8]4[N:9]=[C:10]5[C:5]([CH2:4][CH2:3][C:2](=[O:1])[NH:11]5)=[CH:6][CH:7]=4)[CH2:20][CH2:19]3)[C:32]=2[O:31]1. The yield is 0.640. (2) The reactants are [NH2:1][C:2]1[C:11]2[S:10](=[O:13])(=[O:12])[N:9]=[C:8]([CH2:14][C:15]([O:17][CH2:18][CH3:19])=[O:16])[NH:7][C:6]=2[CH:5]=[CH:4][C:3]=1[OH:20].[CH3:21][C:22](C)(C)C([O-])([O-])[O-]. The catalyst is CN(C)C=O.O.C1(C)C=CC(S(O)(=O)=O)=CC=1. The product is [CH3:21][C:22]1[O:20][C:3]2[CH:4]=[CH:5][C:6]3[NH:7][C:8]([CH2:14][C:15]([O:17][CH2:18][CH3:19])=[O:16])=[N:9][S:10](=[O:13])(=[O:12])[C:11]=3[C:2]=2[N:1]=1. The yield is 0.790. (3) The reactants are [Cl:1][C:2]1[CH:25]=[C:24]([C:26]([F:29])([F:28])[F:27])[CH:23]=[CH:22][C:3]=1[CH2:4][N:5]1[C:9](/[CH:10]=[CH:11]/[C:12](O)=[O:13])=[CH:8][C:7]([O:15][CH:16]2[CH2:21][CH2:20][O:19][CH2:18][CH2:17]2)=[N:6]1.[CH2:30]([S:35]([NH2:38])(=[O:37])=[O:36])[CH2:31][CH2:32][CH2:33][CH3:34].N12CCCN=C1CCCCC2.Cl. The catalyst is CN(C)C=O.O. The product is [Cl:1][C:2]1[CH:25]=[C:24]([C:26]([F:29])([F:27])[F:28])[CH:23]=[CH:22][C:3]=1[CH2:4][N:5]1[C:9](/[CH:10]=[CH:11]/[C:12]([NH:38][S:35]([CH2:30][CH2:31][CH2:32][CH2:33][CH3:34])(=[O:37])=[O:36])=[O:13])=[CH:8][C:7]([O:15][CH:16]2[CH2:21][CH2:20][O:19][CH2:18][CH2:17]2)=[N:6]1. The yield is 0.480. (4) The product is [NH:1]1[C:9]2[C:4](=[CH:5][CH:6]=[CH:7][CH:8]=2)[CH:3]=[C:2]1[B:15]([OH:20])[OH:16]. The reactants are [NH:1]1[C:9]2[C:4](=[CH:5][CH:6]=[CH:7][CH:8]=2)[CH:3]=[CH:2]1.[Li]CCCC.[B:15](OC(C)C)([O:20]C(C)C)[O:16]C(C)C.Cl.C([O-])(O)=O.[Na+]. The yield is 0.170. The catalyst is C1COCC1. (5) The reactants are C[Al](C)C.[CH3:5][O:6][CH2:7][CH2:8][NH2:9].[CH3:10][C:11]1[O:15][N:14]=[C:13]([C:16]2[CH:21]=[CH:20][CH:19]=[CH:18][CH:17]=2)[C:12]=1[CH2:22][O:23][C:24]1[CH:32]=[CH:31][C:27]([C:28](O)=[O:29])=[CH:26][N:25]=1.O. The catalyst is O1CCOCC1. The product is [CH3:5][O:6][CH2:7][CH2:8][NH:9][C:28](=[O:29])[C:27]1[CH:31]=[CH:32][C:24]([O:23][CH2:22][C:12]2[C:13]([C:16]3[CH:17]=[CH:18][CH:19]=[CH:20][CH:21]=3)=[N:14][O:15][C:11]=2[CH3:10])=[N:25][CH:26]=1. The yield is 0.760. (6) The reactants are [C:1]([C:3]1[N:8]=[CH:7][C:6]([CH2:9][CH2:10][C:11]([O:13][C:14]([CH3:17])([CH3:16])[CH3:15])=[O:12])=[CH:5][CH:4]=1)#[N:2].[C:18](OC)(=[O:26])[C:19]1[C:20](=[CH:22][CH:23]=[CH:24][CH:25]=1)[SH:21].C(N(CC)CC)C. The catalyst is C1(C)C=CC=CC=1. The product is [O:26]=[C:18]1[C:19]2[CH:25]=[CH:24][CH:23]=[CH:22][C:20]=2[S:21][C:1]([C:3]2[N:8]=[CH:7][C:6]([CH2:9][CH2:10][C:11]([O:13][C:14]([CH3:17])([CH3:16])[CH3:15])=[O:12])=[CH:5][CH:4]=2)=[N:2]1. The yield is 0.980. (7) The reactants are [NH:1]1[C:9]2[C:4](=[CH:5][CH:6]=[CH:7][CH:8]=2)[CH:3]=[C:2]1[C:10]1[O:14][CH:13]=[N:12][CH:11]=1.[C:15]([O:19][C:20](O[C:20]([O:19][C:15]([CH3:18])([CH3:17])[CH3:16])=[O:21])=[O:21])([CH3:18])([CH3:17])[CH3:16].C(N(CC)CC)C. The catalyst is C(Cl)Cl.CN(C)C1C=CN=CC=1.CCCCCC. The product is [O:14]1[C:10]([C:2]2[N:1]([C:20]([O:19][C:15]([CH3:18])([CH3:17])[CH3:16])=[O:21])[C:9]3[C:4]([CH:3]=2)=[CH:5][CH:6]=[CH:7][CH:8]=3)=[CH:11][N:12]=[CH:13]1. The yield is 1.00. (8) The reactants are [F:1][C:2]1[CH:7]=[C:6]([F:8])[CH:5]=[CH:4][C:3]=1[C:9]1[N:14]=[C:13]([N:15]2[CH2:20][CH2:19][N:18](C(OC(C)(C)C)=O)[CH2:17][CH2:16]2)[CH:12]=[N:11][CH:10]=1.C(OCC)(=O)C.Cl. The catalyst is C(OCC)(=O)C. The product is [F:1][C:2]1[CH:7]=[C:6]([F:8])[CH:5]=[CH:4][C:3]=1[C:9]1[CH:10]=[N:11][CH:12]=[C:13]([N:15]2[CH2:16][CH2:17][NH:18][CH2:19][CH2:20]2)[N:14]=1. The yield is 0.750.